This data is from Forward reaction prediction with 1.9M reactions from USPTO patents (1976-2016). The task is: Predict the product of the given reaction. (1) Given the reactants [Cl-].O[NH3+:3].[C:4](=[O:7])([O-])[OH:5].[Na+].CS(C)=O.[CH2:13]([C:15]1[N:20]=[CH:19][C:18]([CH2:21][N:22]2[C:27](=[O:28])[C:26]([CH2:29][C:30]3[CH:35]=[CH:34][C:33]([C:36]4[C:37]([C:42]#[N:43])=[CH:38][CH:39]=[CH:40][CH:41]=4)=[CH:32][CH:31]=3)=[C:25]([CH2:44][CH2:45][CH3:46])[N:24]3[N:47]=[C:48]([CH3:50])[N:49]=[C:23]23)=[CH:17][CH:16]=1)[CH3:14], predict the reaction product. The product is: [CH2:13]([C:15]1[N:20]=[CH:19][C:18]([CH2:21][N:22]2[C:27](=[O:28])[C:26]([CH2:29][C:30]3[CH:35]=[CH:34][C:33]([C:36]4[CH:41]=[CH:40][CH:39]=[CH:38][C:37]=4[C:42]4[NH:3][C:4](=[O:7])[O:5][N:43]=4)=[CH:32][CH:31]=3)=[C:25]([CH2:44][CH2:45][CH3:46])[N:24]3[N:47]=[C:48]([CH3:50])[N:49]=[C:23]23)=[CH:17][CH:16]=1)[CH3:14]. (2) Given the reactants Br[C:2]1[CH:7]=[CH:6][N:5]2[CH:8]=[C:9]([C:11]3[CH:16]=[CH:15][C:14]([CH3:17])=[CH:13][CH:12]=3)[N:10]=[C:4]2[CH:3]=1.Cl.[F:19][CH:20]1[CH2:25][CH2:24][NH:23][CH2:22][CH2:21]1, predict the reaction product. The product is: [F:19][CH:20]1[CH2:25][CH2:24][N:23]([C:2]2[CH:7]=[CH:6][N:5]3[CH:8]=[C:9]([C:11]4[CH:16]=[CH:15][C:14]([CH3:17])=[CH:13][CH:12]=4)[N:10]=[C:4]3[CH:3]=2)[CH2:22][CH2:21]1. (3) Given the reactants [NH2:1][CH2:2][C:3]1[C:11]2[S:10](=[O:13])(=[O:12])[N:9]=[C:8]([C:14]3[C:15](=[O:30])[N:16]([NH:25][CH2:26][CH:27]4[CH2:29][CH2:28]4)[C:17]4[C:22]([C:23]=3[OH:24])=[CH:21][CH:20]=[CH:19][CH:18]=4)[NH:7][C:6]=2[S:5][CH:4]=1.C(N(CC)CC)C.[CH2:38]([S:40](Cl)(=[O:42])=[O:41])[CH3:39], predict the reaction product. The product is: [CH:27]1([CH2:26][NH:25][N:16]2[C:17]3[C:22](=[CH:21][CH:20]=[CH:19][CH:18]=3)[C:23]([OH:24])=[C:14]([C:8]3[NH:7][C:6]4[S:5][CH:4]=[C:3]([CH2:2][NH:1][S:40]([CH2:38][CH3:39])(=[O:42])=[O:41])[C:11]=4[S:10](=[O:12])(=[O:13])[N:9]=3)[C:15]2=[O:30])[CH2:28][CH2:29]1. (4) Given the reactants [Cl:1][C:2]1[CH:8]=[CH:7][C:5]([OH:6])=[CH:4][C:3]=1[OH:9].[C:10]([CH2:12][CH2:13][CH2:14][O:15][C:16]1[CH:21]=[CH:20][CH:19]=[CH:18][C:17]=1[CH2:22][C:23]([OH:25])=O)#[N:11].P(Cl)(Cl)(Cl)(Cl)Cl.[CH3:32]N(C=O)C, predict the reaction product. The product is: [Cl:1][C:2]1[CH:8]=[C:7]2[C:5](=[CH:4][C:3]=1[OH:9])[O:6][CH:32]=[C:22]([C:17]1[CH:18]=[CH:19][CH:20]=[CH:21][C:16]=1[O:15][CH2:14][CH2:13][CH2:12][C:10]#[N:11])[C:23]2=[O:25]. (5) Given the reactants [Br:1][C:2]1[CH:7]=[CH:6][C:5]([CH:8]([OH:12])[C:9]([OH:11])=[O:10])=[CH:4][CH:3]=1.[CH3:13]OC(OC)(C)C.CC1C=CC(S(O)(=O)=O)=CC=1, predict the reaction product. The product is: [Br:1][C:2]1[CH:3]=[CH:4][C:5]([CH:8]([OH:12])[C:9]([O:11][CH3:13])=[O:10])=[CH:6][CH:7]=1. (6) Given the reactants C(Cl)(=O)[C:2](Cl)=[O:3].CS(C)=[O:9].O[C@@H]1CCN(CCCO[C:21]2[CH:22]=[C:23]([C:29]3[CH:34]=[CH:33][CH:32]=[CH:31][CH:30]=3)[CH:24]=[CH:25][C:26]=2[C:27]#[N:28])C1.[CH2:35]([N:37]([CH2:40][CH3:41])[CH2:38][CH3:39])[CH3:36], predict the reaction product. The product is: [O:9]=[C:36]1[CH2:39][CH2:38][N:37]([CH2:40][CH2:41][CH2:2][O:3][C:32]2[CH:31]=[CH:30][C:29]([C:23]3[CH:22]=[CH:21][C:26]([C:27]#[N:28])=[CH:25][CH:24]=3)=[CH:34][CH:33]=2)[CH2:35]1. (7) Given the reactants Cl[C:2]1[N:7]2[N:8]=[C:9](C3C=CC=CC=3)[CH:10]=[C:6]2[N:5]=[C:4]([CH3:17])[C:3]=1[CH:18]([CH2:23][CH2:24][CH3:25])[C:19]([O:21][CH3:22])=[O:20].[C:26]1(B(O)O)[CH:31]=[CH:30][CH:29]=[CH:28][CH:27]=1.C(N(C(C)C)CC)(C)C, predict the reaction product. The product is: [CH3:17][C:4]1[C:3]([CH:18]([CH2:23][CH2:24][CH3:25])[C:19]([O:21][CH3:22])=[O:20])=[C:2]([C:26]2[CH:31]=[CH:30][CH:29]=[CH:28][CH:27]=2)[N:7]2[N:8]=[CH:9][CH:10]=[C:6]2[N:5]=1. (8) Given the reactants [Br:1][C:2]1[CH:17]=[CH:16][C:5]([NH:6][C:7]2[CH:12]=[CH:11][C:10]([O:13][CH2:14][CH3:15])=[CH:9][CH:8]=2)=[C:4]([N+:18]([O-])=O)[CH:3]=1.O.O.[Sn](Cl)(Cl)(Cl)Cl.C(=O)(O)[O-].[Na+], predict the reaction product. The product is: [Br:1][C:2]1[CH:3]=[C:4]([NH2:18])[C:5]([NH:6][C:7]2[CH:8]=[CH:9][C:10]([O:13][CH2:14][CH3:15])=[CH:11][CH:12]=2)=[CH:16][CH:17]=1.